This data is from Full USPTO retrosynthesis dataset with 1.9M reactions from patents (1976-2016). The task is: Predict the reactants needed to synthesize the given product. (1) Given the product [Br:13][CH2:9][C:8](=[O:10])[C:7]([C:2]1[CH:3]=[CH:4][CH:5]=[CH:6][C:1]=1[CH3:12])=[O:11], predict the reactants needed to synthesize it. The reactants are: [C:1]1([CH3:12])[CH:6]=[CH:5][CH:4]=[CH:3][C:2]=1[C:7](=[O:11])[C:8](=[O:10])[CH3:9].[Br:13]Br. (2) Given the product [Cl:1][C:2]1[C:3]([O:29][C:30]2[CH:35]=[CH:34][C:33]([C:36]([F:37])([F:39])[F:38])=[CH:32][C:31]=2[C:40]2[CH:45]=[CH:44][N:43]=[N:42][CH:41]=2)=[CH:4][C:5]([F:28])=[C:6]([S:8]([NH:11][C:12]2[S:13][CH:14]=[N:15][N:16]=2)(=[O:10])=[O:9])[CH:7]=1, predict the reactants needed to synthesize it. The reactants are: [Cl:1][C:2]1[C:3]([O:29][C:30]2[CH:35]=[CH:34][C:33]([C:36]([F:39])([F:38])[F:37])=[CH:32][C:31]=2[C:40]2[CH:45]=[CH:44][N:43]=[N:42][CH:41]=2)=[CH:4][C:5]([F:28])=[C:6]([S:8]([N:11](CC2C=CC(OC)=CC=2OC)[C:12]2[S:13][CH:14]=[N:15][N:16]=2)(=[O:10])=[O:9])[CH:7]=1.Cl.N.